From a dataset of Forward reaction prediction with 1.9M reactions from USPTO patents (1976-2016). Predict the product of the given reaction. (1) Given the reactants [CH2:1]([O:8][C:9]1[CH:14]=[CH:13][C:12]([C:15]2[CH2:20][CH2:19][C:18]([CH3:23])([CH:21]=[O:22])[CH2:17][CH:16]=2)=[CH:11][CH:10]=1)[C:2]1[CH:7]=[CH:6][CH:5]=[CH:4][CH:3]=1.[H-].[H-].[H-].[H-].[Li+].[Al+3], predict the reaction product. The product is: [CH2:1]([O:8][C:9]1[CH:10]=[CH:11][C:12]([C:15]2[CH2:20][CH2:19][C:18]([CH2:21][OH:22])([CH3:23])[CH2:17][CH:16]=2)=[CH:13][CH:14]=1)[C:2]1[CH:3]=[CH:4][CH:5]=[CH:6][CH:7]=1. (2) Given the reactants [CH2:1]([O:3][C:4]([C:6]1[CH:11]=[CH:10][C:9](B(O)O)=[CH:8][CH:7]=1)=[O:5])[CH3:2].[C:15]([O:19][C:20]([N:22]1[CH2:27][CH:26]=[C:25](OS(C(F)(F)F)(=O)=O)[CH2:24][CH2:23]1)=[O:21])([CH3:18])([CH3:17])[CH3:16], predict the reaction product. The product is: [C:15]([O:19][C:20]([N:22]1[CH2:23][CH:24]=[C:25]([C:9]2[CH:10]=[CH:11][C:6]([C:4]([O:3][CH2:1][CH3:2])=[O:5])=[CH:7][CH:8]=2)[CH2:26][CH2:27]1)=[O:21])([CH3:18])([CH3:16])[CH3:17]. (3) Given the reactants [Cl:1][C:2]1[CH:3]=[N:4][CH:5]=[C:6]([Cl:20])[C:7]=1[S:8][C:9]1[S:13][C:12]([C:14]([OH:16])=O)=[CH:11][C:10]=1[N+:17]([O-:19])=[O:18].[CH3:21][O:22][C:23]1[CH:24]=[C:25]([CH:27]=[CH:28][C:29]=1[O:30][CH3:31])[NH2:26], predict the reaction product. The product is: [Cl:20][C:6]1[CH:5]=[N:4][CH:3]=[C:2]([Cl:1])[C:7]=1[S:8][C:9]1[S:13][C:12]([C:14]([NH:26][C:25]2[CH:27]=[CH:28][C:29]([O:30][CH3:31])=[C:23]([O:22][CH3:21])[CH:24]=2)=[O:16])=[CH:11][C:10]=1[N+:17]([O-:19])=[O:18]. (4) The product is: [Cl:8][CH2:9][C:10]([C:22]1[C:18]2[CH:17]=[C:16]([CH3:15])[CH:24]=[CH:23][C:19]=2[S:20][CH:21]=1)=[O:11]. Given the reactants [Cl-].[Cl-].[Cl-].[Al+3].C(=O)=O.[Cl:8][C:9](Cl)(Cl)[C:10](Cl)=[O:11].[CH3:15][C:16]1[CH:24]=[CH:23][C:19]2[S:20][CH:21]=[CH:22][C:18]=2[CH:17]=1.Cl, predict the reaction product. (5) Given the reactants ClCCl.Cl[C:5]1[C:6]2[CH:13]=[CH:12][NH:11][C:7]=2[N:8]=[CH:9][N:10]=1.[CH3:14][Mg]Br, predict the reaction product. The product is: [CH3:14][C:5]1[C:6]2[CH:13]=[CH:12][NH:11][C:7]=2[N:8]=[CH:9][N:10]=1. (6) Given the reactants [CH3:1][C:2]1[CH:8]=[CH:7][C:6]([CH3:9])=[CH:5][C:3]=1[NH2:4].Cl.[OH-:11].[Na+].[CH3:13]S(C)=O, predict the reaction product. The product is: [NH2:4][C:3]1[C:2]([CH3:1])=[CH:8][C:7]([CH:13]=[O:11])=[C:6]([CH3:9])[CH:5]=1. (7) Given the reactants [CH3:1][O:2][C:3]1[CH:15]=[CH:14][C:6]2[NH:7]C(=O)[NH:9][S:10](=[O:12])(=[O:11])[C:5]=2[CH:4]=1.[OH-].[Na+], predict the reaction product. The product is: [NH2:7][C:6]1[CH:14]=[CH:15][C:3]([O:2][CH3:1])=[CH:4][C:5]=1[S:10]([NH2:9])(=[O:11])=[O:12].